Task: Predict the reactants needed to synthesize the given product.. Dataset: Full USPTO retrosynthesis dataset with 1.9M reactions from patents (1976-2016) (1) Given the product [Cl:36][C:34]1[CH:33]=[C:11]([CH:10]=[C:9](/[CH:41]=[CH:40]/[CH2:39][O:38][CH3:37])[CH:35]=1)[CH2:12][NH:13][C:14]([NH2:32])=[N:15][C:16]([C:18]1[C:19]([C:24]2[CH:29]=[CH:28][C:27]([O:30][CH3:31])=[CH:26][CH:25]=2)=[N:20][O:21][C:22]=1[CH3:23])=[O:17], predict the reactants needed to synthesize it. The reactants are: OC(C(F)(F)F)=O.Br[C:9]1[CH:10]=[C:11]([CH:33]=[C:34]([Cl:36])[CH:35]=1)[CH2:12][NH:13][C:14]([NH2:32])=[N:15][C:16]([C:18]1[C:19]([C:24]2[CH:29]=[CH:28][C:27]([O:30][CH3:31])=[CH:26][CH:25]=2)=[N:20][O:21][C:22]=1[CH3:23])=[O:17].[CH3:37][O:38][CH2:39]/[CH:40]=[CH:41]/B1OC(C)(C)C(C)(C)O1.P([O-])([O-])([O-])=O.[K+].[K+].[K+]. (2) Given the product [CH3:18][N:3]1[CH2:4][CH2:5][C@@H:6]2[CH2:11][CH2:10][C@H:9]([C:12]([O:14][CH3:15])=[O:13])[CH2:8][N:7]2[C:2]1=[O:1], predict the reactants needed to synthesize it. The reactants are: [O:1]=[C:2]1[N:7]2[CH2:8][C@@H:9]([C:12]([O:14][CH3:15])=[O:13])[CH2:10][CH2:11][C@H:6]2[CH2:5][CH2:4][NH:3]1.[H-].[Na+].[CH3:18]I. (3) The reactants are: [Cl:1][C:2]1[CH:7]=[CH:6][C:5]([OH:8])=[CH:4][C:3]=1[NH:9][C@@H:10]([C:12]1[CH:17]=[CH:16][C:15]([Cl:18])=[CH:14][C:13]=1[Cl:19])[CH3:11].C(N(CC)CC)C.[F:27][C:28]([F:41])([F:40])[S:29](O[S:29]([C:28]([F:41])([F:40])[F:27])(=[O:31])=[O:30])(=[O:31])=[O:30]. Given the product [F:27][C:28]([F:41])([F:40])[S:29]([O:8][C:5]1[CH:6]=[CH:7][C:2]([Cl:1])=[C:3]([NH:9][C@@H:10]([C:12]2[CH:17]=[CH:16][C:15]([Cl:18])=[CH:14][C:13]=2[Cl:19])[CH3:11])[CH:4]=1)(=[O:31])=[O:30], predict the reactants needed to synthesize it. (4) The reactants are: [CH:1]1([S:4]([N:7]2[CH:11]=[C:10]([C:12]3[N:17]=[C:16]([NH:18][C:19]4[N:24]=[CH:23][C:22]5[N:25]=[C:26]([CH2:31][O:32]C6CCCCO6)[N:27]([CH:28]([CH3:30])[CH3:29])[C:21]=5[CH:20]=4)[CH:15]=[CH:14][N:13]=3)[CH:9]=[N:8]2)(=[O:6])=[O:5])[CH2:3][CH2:2]1. Given the product [CH:1]1([S:4]([N:7]2[CH:11]=[C:10]([C:12]3[N:17]=[C:16]([NH:18][C:19]4[N:24]=[CH:23][C:22]5[N:25]=[C:26]([CH2:31][OH:32])[N:27]([CH:28]([CH3:29])[CH3:30])[C:21]=5[CH:20]=4)[CH:15]=[CH:14][N:13]=3)[CH:9]=[N:8]2)(=[O:6])=[O:5])[CH2:3][CH2:2]1, predict the reactants needed to synthesize it.